Dataset: Peptide-MHC class II binding affinity with 134,281 pairs from IEDB. Task: Regression. Given a peptide amino acid sequence and an MHC pseudo amino acid sequence, predict their binding affinity value. This is MHC class II binding data. (1) The peptide sequence is PICPGYRWMCLRRFIIFL. The MHC is HLA-DPA10201-DPB11401 with pseudo-sequence HLA-DPA10201-DPB11401. The binding affinity (normalized) is 0.350. (2) The peptide sequence is AFKVAATAANARPAN. The MHC is DRB1_0701 with pseudo-sequence DRB1_0701. The binding affinity (normalized) is 0.684. (3) The peptide sequence is AAYKLAYKTAEGATP. The MHC is DRB1_1602 with pseudo-sequence DRB1_1602. The binding affinity (normalized) is 0.626. (4) The peptide sequence is PNTDGIHIGDSSKVT. The MHC is HLA-DPA10103-DPB10401 with pseudo-sequence HLA-DPA10103-DPB10401. The binding affinity (normalized) is 0. (5) The peptide sequence is YDKFLANVSTVLTSK. The MHC is DRB1_1602 with pseudo-sequence DRB1_1602. The binding affinity (normalized) is 0.836. (6) The peptide sequence is IKEKGKDKWIELKES. The MHC is DRB1_1302 with pseudo-sequence DRB1_1302. The binding affinity (normalized) is 0.141. (7) The peptide sequence is GTLHDKKSMGDDHFW. The MHC is HLA-DQA10401-DQB10402 with pseudo-sequence HLA-DQA10401-DQB10402. The binding affinity (normalized) is 0. (8) The peptide sequence is PKGAPCRIPVIVADD. The MHC is DRB1_0301 with pseudo-sequence DRB1_0301. The binding affinity (normalized) is 0.389.